Task: Binary Classification. Given a miRNA mature sequence and a target amino acid sequence, predict their likelihood of interaction.. Dataset: Experimentally validated miRNA-target interactions with 360,000+ pairs, plus equal number of negative samples The miRNA is mmu-miR-344g-5p with sequence AGUCAGGCUCCUGGCAGGAGU. The protein sequence of the target gene is MQVPQLLVLFGSQTGTAQDEAERLGREARRRRLGCRVQALDSYSVANLIREPLVIFVCATTGQGDPPDNMKNFWRFIFRKSLPSSSLCQMDFAVLGLGDSSYAKFNFVAKKLHRRLLQLGGSALLPPCLGDDQHELGPDAAIDPWVGDLWEKIMVMYPVPLDIPEIPHGVPLPSKFIFQFLQEVPSIGAEELNIASSAPQTPPSELQPFLAPVITNQRVTGPQHFQDVRLIEFDITDSNISFAAGDVVFILPSNSEAHTQQFCQVLCLDPNQFFTLKPREPGVPDPPGLPQPCTVWNLVS.... Result: 0 (no interaction).